From a dataset of Reaction yield outcomes from USPTO patents with 853,638 reactions. Predict the reaction yield, written as a fraction of the theoretical maximum amount of product (1.0 means a 100% yield; for example, 0.34 means a 34% yield). The reactants are [N+:1]([C:4]1[CH:5]=[C:6]([CH2:10][S:11](Cl)(=[O:13])=[O:12])[CH:7]=[CH:8][CH:9]=1)([O-:3])=[O:2].[CH3:15][NH:16][CH3:17]. The catalyst is C1C=CC=CC=1. The product is [N+:1]([C:4]1[CH:5]=[C:6]([CH2:10][S:11]([N:16]([CH3:17])[CH3:15])(=[O:13])=[O:12])[CH:7]=[CH:8][CH:9]=1)([O-:3])=[O:2]. The yield is 0.950.